From a dataset of Forward reaction prediction with 1.9M reactions from USPTO patents (1976-2016). Predict the product of the given reaction. (1) Given the reactants Cl.[CH3:2][O:3][C:4]1[CH:9]=[CH:8][C:7]([C:10]2[CH2:11][CH2:12][CH2:13][NH:14][CH2:15][CH:16]=2)=[CH:6][CH:5]=1.[H][H], predict the reaction product. The product is: [CH3:2][O:3][C:4]1[CH:5]=[CH:6][C:7]([CH:10]2[CH2:11][CH2:12][CH2:13][NH:14][CH2:15][CH2:16]2)=[CH:8][CH:9]=1. (2) The product is: [CH:8]1[C:9]2[C:4](=[CH:3][C:2]([NH:1][C:18]([C:15]3[CH:16]=[CH:17][C:12]([C:21]4[CH:22]=[CH:23][CH:24]=[CH:25][CH:26]=4)=[CH:13][CH:14]=3)=[O:19])=[CH:11][CH:10]=2)[CH:5]=[CH:6][N:7]=1. Given the reactants [NH2:1][C:2]1[CH:3]=[C:4]2[C:9](=[CH:10][CH:11]=1)[CH:8]=[N:7][CH:6]=[CH:5]2.[C:12]1([C:21]2[CH:26]=[CH:25][CH:24]=[CH:23][CH:22]=2)[CH:17]=[CH:16][C:15]([C:18](O)=[O:19])=[CH:14][CH:13]=1, predict the reaction product. (3) Given the reactants Cl.[CH3:2][C:3]1[N:4]=[CH:5][NH:6][C:7]=1[CH3:8].CN(C)C=O.[H-].[Na+].[I-].[K+].Br[CH2:19][CH2:20][O:21][Si:22]([C:25]([CH3:28])([CH3:27])[CH3:26])([CH3:24])[CH3:23], predict the reaction product. The product is: [Si:22]([O:21][CH2:20][CH2:19][N:4]1[C:3]([CH3:2])=[C:7]([CH3:8])[N:6]=[CH:5]1)([C:25]([CH3:28])([CH3:27])[CH3:26])([CH3:24])[CH3:23].